Dataset: Reaction yield outcomes from USPTO patents with 853,638 reactions. Task: Predict the reaction yield, written as a fraction of the theoretical maximum amount of product (1.0 means a 100% yield; for example, 0.34 means a 34% yield). (1) The reactants are [Br:1][C:2]1[CH:3]=[C:4]([CH2:8][NH2:9])[CH:5]=[N:6][CH:7]=1.[CH:10]1([CH:15]=O)[CH2:14][CH2:13][CH2:12][CH2:11]1.[BH3-]C#N.[Na+]. The catalyst is CO. The product is [Br:1][C:2]1[CH:3]=[C:4]([CH2:8][NH:9][CH2:15][CH:10]2[CH2:14][CH2:13][CH2:12][CH2:11]2)[CH:5]=[N:6][CH:7]=1. The yield is 0.793. (2) The reactants are [F:1][C:2]1[CH:7]=[CH:6][C:5]([C:8]2[O:9][C:10]3[CH:20]=[C:19]([N:21]([CH3:26])[S:22]([CH3:25])(=[O:24])=[O:23])[C:18](B4OC(C)(C)C(C)(C)O4)=[CH:17][C:11]=3[C:12]=2[C:13]([NH:15][CH3:16])=[O:14])=[CH:4][CH:3]=1.Br[C:37]1[CH:38]=[C:39]2[C:43](=[CH:44][CH:45]=1)[NH:42][C:41]([C:46]1[CH:51]=[CH:50][CH:49]=[CH:48][CH:47]=1)=[CH:40]2. The catalyst is CN(C=O)C.CCOC(C)=O. The product is [F:1][C:2]1[CH:3]=[CH:4][C:5]([C:8]2[O:9][C:10]3[CH:20]=[C:19]([N:21]([CH3:26])[S:22]([CH3:25])(=[O:23])=[O:24])[C:18]([C:37]4[CH:38]=[C:39]5[C:43](=[CH:44][CH:45]=4)[NH:42][C:41]([C:46]4[CH:51]=[CH:50][CH:49]=[CH:48][CH:47]=4)=[CH:40]5)=[CH:17][C:11]=3[C:12]=2[C:13]([NH:15][CH3:16])=[O:14])=[CH:6][CH:7]=1. The yield is 0.179. (3) The reactants are [CH:1]([O:4][C:5]1[CH:9]=[C:8]([C:10]([O:12][CH3:13])=[O:11])[NH:7][N:6]=1)([CH3:3])[CH3:2].[Cl:14][C:15]1[CH:22]=[C:21]([Cl:23])[CH:20]=[CH:19][C:16]=1[CH2:17]Cl.C(=O)([O-])[O-].[K+].[K+].CN(C)C=O. The catalyst is O. The product is [Cl:14][C:15]1[CH:22]=[C:21]([Cl:23])[CH:20]=[CH:19][C:16]=1[CH2:17][N:7]1[C:8]([C:10]([O:12][CH3:13])=[O:11])=[CH:9][C:5]([O:4][CH:1]([CH3:3])[CH3:2])=[N:6]1. The yield is 0.660. (4) The reactants are [CH2:7]([OH:13])[CH2:8][CH2:9][CH2:10][CH2:11]C[CH:7]([OH:13])[CH2:8][CH2:9][CH2:10][C:11]#C.[C:15]([O:18]C(CCCCCCCCO[Si](C(C)(C)C)(C)C)C#C[Si](C)(C)C)(=[O:17])[CH3:16].CCCC[N+](CCCC)(CCCC)CCCC.[F-]. No catalyst specified. The product is [C:15]([O:18][CH:9]([CH2:8][CH2:7][OH:13])[C:10]#[CH:11])(=[O:17])[CH3:16]. The yield is 0.950. (5) The reactants are I[C:2]1[CH:3]=[N:4][CH:5]=[CH:6][C:7]=1[O:8][CH2:9][CH2:10][C:11]1[CH:15]=[CH:14][S:13][CH:12]=1.C1(P(C2C=CC=CC=2)C2C=CC=CC=2)C=CC=CC=1.C(=O)([O-])[O-].[K+].[K+].CN(C)C=O. The catalyst is C([O-])(=O)C.[Pd+2].C([O-])(=O)C. The product is [S:13]1[C:12]2[C:2]3[CH:3]=[N:4][CH:5]=[CH:6][C:7]=3[O:8][CH2:9][CH2:10][C:11]=2[CH:15]=[CH:14]1. The yield is 0.850. (6) The reactants are [F:1][C:2]([F:13])([F:12])[C:3]1[CH:11]=[CH:10][CH:9]=[CH:8][C:4]=1[C:5](Cl)=[O:6].[NH2:14][C:15]1[N:23]=[CH:22][CH:21]=[CH:20][C:16]=1[C:17](O)=[O:18].O. The catalyst is N1C=CC=CC=1. The product is [F:1][C:2]([F:13])([F:12])[C:3]1[CH:11]=[CH:10][CH:9]=[CH:8][C:4]=1[C:5]1[O:6][C:17](=[O:18])[C:16]2[CH:20]=[CH:21][CH:22]=[N:23][C:15]=2[N:14]=1. The yield is 0.600.